Dataset: Forward reaction prediction with 1.9M reactions from USPTO patents (1976-2016). Task: Predict the product of the given reaction. Given the reactants Cl[C:2](=[N:7][NH:8][C:9]1[CH:14]=[CH:13][CH:12]=[CH:11][C:10]=1[O:15][CH2:16][CH2:17][C:18]#[N:19])[C:3]([O:5][CH3:6])=[O:4].O1CCOCC1, predict the reaction product. The product is: [N:7]1[N:8]2[C:9]3[CH:14]=[CH:13][CH:12]=[CH:11][C:10]=3[O:15][CH2:16][CH2:17][C:18]2=[N:19][C:2]=1[C:3]([O:5][CH3:6])=[O:4].